This data is from Full USPTO retrosynthesis dataset with 1.9M reactions from patents (1976-2016). The task is: Predict the reactants needed to synthesize the given product. (1) Given the product [Cl:3][C:4]1[CH:9]=[C:8]([Cl:10])[CH:7]=[CH:6][C:5]=1[N:11]1[C:19]2[CH2:18][CH2:17][N:16]([N:20]3[CH2:25][CH2:24][CH2:23][CH2:22][CH2:21]3)[C:15](=[O:26])[C:14]=2[C:13]([CH3:27])=[C:12]1[C:28]1[CH:35]=[CH:34][C:31]([CH:32]=[CH:45][CH2:41][CH2:42][CH3:43])=[CH:30][CH:29]=1, predict the reactants needed to synthesize it. The reactants are: [H-].[Na+].[Cl:3][C:4]1[CH:9]=[C:8]([Cl:10])[CH:7]=[CH:6][C:5]=1[N:11]1[C:19]2[CH2:18][CH2:17][N:16]([N:20]3[CH2:25][CH2:24][CH2:23][CH2:22][CH2:21]3)[C:15](=[O:26])[C:14]=2[C:13]([CH3:27])=[C:12]1[C:28]1[CH:35]=[CH:34][C:31]([CH:32]=O)=[CH:30][CH:29]=1.C(OCC)C.[CH2:41]1[CH2:45]O[CH2:43][CH2:42]1. (2) Given the product [C:28]([C:17]1[CH:18]=[CH:19][C:20]2[C:21]3[C:26](=[CH:25][CH:24]=[CH:23][CH:22]=3)[C:5]3([C:4]4[CH:3]=[CH:2][CH:14]=[CH:13][C:12]=4[C:11]4[C:6]3=[CH:7][CH:8]=[CH:9][CH:10]=4)[C:15]=2[CH:16]=1)#[N:29], predict the reactants needed to synthesize it. The reactants are: Br[C:2]1[CH:14]=[CH:13][C:12]2[C:11]3[C:6](=[CH:7][CH:8]=[CH:9][CH:10]=3)[C:5]3([C:26]4[CH:25]=[CH:24][CH:23]=[CH:22][C:21]=4[C:20]4[C:15]3=[CH:16][CH:17]=[CH:18][CH:19]=4)[C:4]=2[CH:3]=1.[Cu][C:28]#[N:29].N.